This data is from Reaction yield outcomes from USPTO patents with 853,638 reactions. The task is: Predict the reaction yield, written as a fraction of the theoretical maximum amount of product (1.0 means a 100% yield; for example, 0.34 means a 34% yield). The reactants are Br[C:2]1[N:3]([CH2:21][CH2:22][C:23]([O:25][CH3:26])=[O:24])[C:4]2[C:9]([C:10]=1[CH:11]1[CH2:16][CH2:15][CH2:14][CH2:13][CH2:12]1)=[CH:8][CH:7]=[C:6]([C:17]([O:19][CH3:20])=[O:18])[CH:5]=2.C([O-])([O-])=O.[Na+].[Na+].[CH:33]([C:35]1[CH:40]=[CH:39][CH:38]=[CH:37][C:36]=1B(O)O)=[O:34]. The catalyst is O1CCOCC1.Cl[Pd](Cl)([P](C1C=CC=CC=1)(C1C=CC=CC=1)C1C=CC=CC=1)[P](C1C=CC=CC=1)(C1C=CC=CC=1)C1C=CC=CC=1. The product is [CH:11]1([C:10]2[C:9]3[C:4](=[CH:5][C:6]([C:17]([O:19][CH3:20])=[O:18])=[CH:7][CH:8]=3)[N:3]([CH2:21][CH2:22][C:23]([O:25][CH3:26])=[O:24])[C:2]=2[C:36]2[CH:37]=[CH:38][CH:39]=[CH:40][C:35]=2[CH:33]=[O:34])[CH2:16][CH2:15][CH2:14][CH2:13][CH2:12]1. The yield is 0.400.